This data is from Forward reaction prediction with 1.9M reactions from USPTO patents (1976-2016). The task is: Predict the product of the given reaction. Given the reactants [CH:1]1([N:4]2[C:13]3[C:8](=[CH:9][C:10]([F:16])=[C:11]([F:15])[C:12]=3[CH3:14])[C:7](=[O:17])[NH:6][C:5]2=[O:18])[CH2:3][CH2:2]1.[CH:19](NC(C)C)(C)C.[Li].IC.[Cl-].[NH4+], predict the reaction product. The product is: [CH:1]1([N:4]2[C:13]3[C:8](=[C:9]([CH3:19])[C:10]([F:16])=[C:11]([F:15])[C:12]=3[CH3:14])[C:7](=[O:17])[NH:6][C:5]2=[O:18])[CH2:2][CH2:3]1.